Dataset: Catalyst prediction with 721,799 reactions and 888 catalyst types from USPTO. Task: Predict which catalyst facilitates the given reaction. Reactant: [NH2:1][C:2]1[C:7]([N+:8]([O-])=O)=[C:6]([N:11]2[CH2:16][CH2:15][N:14]([CH2:17][C:18]([NH:20][C:21]3[S:22][CH:23]=[CH:24][N:25]=3)=[O:19])[CH2:13][CH2:12]2)[C:5]([Cl:26])=[CH:4][N:3]=1.[CH3:27][O:28][C:29]1[CH:36]=[CH:35][C:32]([CH:33]=O)=[CH:31][CH:30]=1.[O-]S(S([O-])=O)=O.[Na+].[Na+]. Product: [Cl:26][C:5]1[C:6]([N:11]2[CH2:16][CH2:15][N:14]([CH2:17][C:18]([NH:20][C:21]3[S:22][CH:23]=[CH:24][N:25]=3)=[O:19])[CH2:13][CH2:12]2)=[C:7]2[N:8]=[C:33]([C:32]3[CH:35]=[CH:36][C:29]([O:28][CH3:27])=[CH:30][CH:31]=3)[NH:1][C:2]2=[N:3][CH:4]=1. The catalyst class is: 8.